From a dataset of NCI-60 drug combinations with 297,098 pairs across 59 cell lines. Regression. Given two drug SMILES strings and cell line genomic features, predict the synergy score measuring deviation from expected non-interaction effect. Drug 1: C1=NC(=NC(=O)N1C2C(C(C(O2)CO)O)O)N. Drug 2: C(CCl)NC(=O)N(CCCl)N=O. Cell line: 786-0. Synergy scores: CSS=33.3, Synergy_ZIP=-7.65, Synergy_Bliss=-2.09, Synergy_Loewe=-6.62, Synergy_HSA=-1.14.